Task: Predict which catalyst facilitates the given reaction.. Dataset: Catalyst prediction with 721,799 reactions and 888 catalyst types from USPTO (1) Reactant: [F:1][C:2]1[C:9]([F:10])=[CH:8][CH:7]=[CH:6][C:3]=1[CH:4]=[O:5].C1C(=O)N([Br:18])C(=O)C1. Product: [Br:18][C:7]1[CH:8]=[C:9]([F:10])[C:2]([F:1])=[C:3]([CH:6]=1)[CH:4]=[O:5]. The catalyst class is: 82. (2) Reactant: [N+:1]([C:4]1[CH:5]=[C:6]([N:16]2[CH2:21][CH2:20][O:19][CH2:18][CH2:17]2)[CH:7]=[CH:8][C:9]=1[N:10]1[CH2:15][CH2:14][CH2:13][CH2:12][CH2:11]1)([O-])=O.[C:22]([C:24]1[O:28][C:27]([C:29](O)=[O:30])=[CH:26][CH:25]=1)#[N:23].C(Cl)(=O)C(Cl)=O.CCN(C(C)C)C(C)C. Product: [N:16]1([C:6]2[CH:7]=[CH:8][C:9]([N:10]3[CH2:15][CH2:14][CH2:13][CH2:12][CH2:11]3)=[C:4]([NH:1][C:29]([C:27]3[O:28][C:24]([C:22]#[N:23])=[CH:25][CH:26]=3)=[O:30])[CH:5]=2)[CH2:21][CH2:20][O:19][CH2:18][CH2:17]1. The catalyst class is: 45. (3) Reactant: CON(C)[C:4](=[O:12])[C:5]1[CH:10]=[CH:9][CH:8]=[C:7]([CH3:11])[CH:6]=1.[CH:14]1([Mg]Br)[CH2:16][CH2:15]1. Product: [CH:14]1([C:4]([C:5]2[CH:6]=[C:7]([CH3:11])[CH:8]=[CH:9][CH:10]=2)=[O:12])[CH2:16][CH2:15]1. The catalyst class is: 1. (4) Reactant: [Cl:1][C:2]1[CH:8]=[CH:7][C:5]([NH2:6])=[C:4]([N:9]2[C:17]3[C:12](=[CH:13][C:14]([O:18][CH3:19])=[CH:15][CH:16]=3)[CH:11]=[CH:10]2)[CH:3]=1.C([O-])(=O)C.[Na+].[CH2:25]([O:27][C:28](=[O:31])[CH2:29]Br)[CH3:26]. Product: [Cl:1][C:2]1[CH:8]=[CH:7][C:5]([NH:6][CH2:29][C:28]([O:27][CH2:25][CH3:26])=[O:31])=[C:4]([N:9]2[C:17]3[C:12](=[CH:13][C:14]([O:18][CH3:19])=[CH:15][CH:16]=3)[CH:11]=[CH:10]2)[CH:3]=1. The catalyst class is: 8. (5) Reactant: Cl.NO.C([N:7](CC)C(C)C)(C)C.[Br:13][C:14]1[C:15]([NH:20][C:21]([NH:23]C(=O)OCC)=S)=[N:16][CH:17]=[CH:18][CH:19]=1. Product: [Br:13][C:14]1[C:15]2[N:16]([N:7]=[C:21]([NH2:23])[N:20]=2)[CH:17]=[CH:18][CH:19]=1. The catalyst class is: 645. (6) Reactant: [H-].[Na+].C1COCC1.[F:8][C:9]([F:13])([F:12])[CH2:10][OH:11].Cl[C:15]1[N:43]=[C:42]([Cl:44])[CH:41]=[CH:40][C:16]=1[C:17]([NH:19][CH2:20][CH2:21][NH:22][C:23]([C:25]1[C:26]([C:36]([F:39])([F:38])[F:37])=[N:27][N:28]([C:30]2[CH:35]=[CH:34][CH:33]=[CH:32][CH:31]=2)[CH:29]=1)=[O:24])=[O:18]. Product: [Cl:44][C:42]1[CH:41]=[CH:40][C:16]([C:17]([NH:19][CH2:20][CH2:21][NH:22][C:23]([C:25]2[C:26]([C:36]([F:39])([F:37])[F:38])=[N:27][N:28]([C:30]3[CH:35]=[CH:34][CH:33]=[CH:32][CH:31]=3)[CH:29]=2)=[O:24])=[O:18])=[C:15]([O:11][CH2:10][C:9]([F:13])([F:12])[F:8])[N:43]=1. The catalyst class is: 18. (7) Reactant: [F:1][C:2]1[CH:7]=[CH:6][C:5]([C:8]2[N:9]=[N:10][S:11][C:12]=2[CH3:13])=[CH:4][CH:3]=1.BrN1C(=[O:20])CCC1=O.N(C(C)(C)C#N)=NC(C)(C)C#N. Product: [F:1][C:2]1[CH:3]=[CH:4][C:5]([C:8]2[N:9]=[N:10][S:11][C:12]=2[CH:13]=[O:20])=[CH:6][CH:7]=1. The catalyst class is: 53.